Predict the reaction yield, written as a fraction of the theoretical maximum amount of product (1.0 means a 100% yield; for example, 0.34 means a 34% yield). From a dataset of Reaction yield outcomes from USPTO patents with 853,638 reactions. The reactants are C[Si](C)(C)N[Si](C)(C)C.[Li]CCCC.C1(P(C2CCCCC2)C2C=CC=CC=2C2C=CC=CC=2N(C)C)CCCCC1.[C:43]([O:47][C:48](=[O:50])[CH3:49])([CH3:46])([CH3:45])[CH3:44].Cl[C:52]1[C:61]2[C:56](=[CH:57][CH:58]=[CH:59][CH:60]=2)[CH:55]=[C:54]([Cl:62])[N:53]=1. The catalyst is C1(C)C=CC=CC=1.C1C=CC(/C=C/C(/C=C/C2C=CC=CC=2)=O)=CC=1.C1C=CC(/C=C/C(/C=C/C2C=CC=CC=2)=O)=CC=1.C1C=CC(/C=C/C(/C=C/C2C=CC=CC=2)=O)=CC=1.[Pd].[Pd]. The product is [C:43]([O:47][C:48](=[O:50])[CH2:49][C:52]1[C:61]2[C:56](=[CH:57][CH:58]=[CH:59][CH:60]=2)[CH:55]=[C:54]([Cl:62])[N:53]=1)([CH3:46])([CH3:45])[CH3:44]. The yield is 1.00.